The task is: Predict the product of the given reaction.. This data is from Forward reaction prediction with 1.9M reactions from USPTO patents (1976-2016). (1) Given the reactants [Li][CH2:2][CH2:3][CH2:4][CH3:5].Br[C:7]1[CH:12]=[CH:11][C:10]2C3C([C:19]4([CH:27]=[C:26]5[C:21]([CH:22]=[CH:23][CH:24]=[CH:25]5)=[CH:20]4)[C:9]=2[CH:8]=1)=CC=CC=3.[B:28]([O:37]C(C)C)([O:33]C(C)C)OC(C)C.Cl.[CH2:42]1COC[CH2:43]1, predict the reaction product. The product is: [CH:27]1[C:19]2([C:2]3[CH:43]=[C:42]([B:28]([OH:33])[OH:37])[CH:5]=[CH:4][C:3]=3[C:10]3[C:9]2=[CH:8][CH:7]=[CH:12][CH:11]=3)[CH:20]=[C:21]2[C:26]=1[CH:25]=[CH:24][CH:23]=[CH:22]2. (2) Given the reactants C[O:2][C:3](=[O:21])[C:4]1[CH:9]=[C:8]([N+:10]([O-])=O)[C:7]([S:13][CH2:14][C:15](OCC)=[O:16])=[CH:6][C:5]=1[Br:20].COC(=O)C1C=C([N+]([O-])=O)C(F)=CC=1Br.CCN(CC)CC.C(OC(=O)CS)C, predict the reaction product. The product is: [Br:20][C:5]1[C:4]([C:3]([OH:2])=[O:21])=[CH:9][C:8]2[NH:10][C:15](=[O:16])[CH2:14][S:13][C:7]=2[CH:6]=1. (3) Given the reactants [CH:1]1([C:5]2[C:10]([OH:11])=[C:9]([F:12])[C:8]([C:13]3[N:14]=[C:15]4[CH:21]=[CH:20][NH:19][C:16]4=[N:17][CH:18]=3)=[CH:7][CH:6]=2)[CH2:4][CH2:3][CH2:2]1.Cl[C:23]1[N:28]=[CH:27][CH:26]=[CH:25][N:24]=1, predict the reaction product. The product is: [CH:1]1([C:5]2[CH:6]=[CH:7][C:8]([C:13]3[N:14]=[C:15]4[CH:21]=[CH:20][NH:19][C:16]4=[N:17][CH:18]=3)=[C:9]([F:12])[C:10]=2[O:11][C:23]2[N:28]=[CH:27][CH:26]=[CH:25][N:24]=2)[CH2:2][CH2:3][CH2:4]1. (4) Given the reactants [Br:1][C:2]1[N:3]([CH2:8][C:9]2[CH:14]=[CH:13][CH:12]=[CH:11][C:10]=2[F:15])[C:4](=[O:7])[NH:5][N:6]=1.Cl[CH2:17][C:18]([O:20][CH3:21])=[O:19].C(=O)([O-])[O-].[K+].[K+].Cl, predict the reaction product. The product is: [CH3:21][O:20][C:18](=[O:19])[CH2:17][N:5]1[C:4](=[O:7])[N:3]([CH2:8][C:9]2[CH:14]=[CH:13][CH:12]=[CH:11][C:10]=2[F:15])[C:2]([Br:1])=[N:6]1. (5) Given the reactants [C:1]1([CH2:7][N:8]2[CH:12]=[N:11][CH:10]=[N:9]2)[CH:6]=[CH:5][CH:4]=[CH:3][CH:2]=1.[CH:13](=[O:17])[CH:14]([CH3:16])[CH3:15], predict the reaction product. The product is: [CH2:7]([N:8]1[C:12]([CH:13]([OH:17])[CH:14]([CH3:16])[CH3:15])=[N:11][CH:10]=[N:9]1)[C:1]1[CH:2]=[CH:3][CH:4]=[CH:5][CH:6]=1. (6) Given the reactants [CH2:1]([C:3]1[C:4]([NH:11][C@@H:12]2[C:20]3[C:15](=[CH:16][CH:17]=[CH:18][CH:19]=3)[CH2:14][C@@H:13]2O)=[N:5][C:6]([CH2:9][CH3:10])=[CH:7][N:8]=1)[CH3:2].[O:22]1C2C(=CC=CC=2)C(N)CC1, predict the reaction product. The product is: [O:22]1[C:15]2[C:20](=[CH:19][CH:18]=[CH:17][CH:16]=2)[CH:12]([NH:11][C:4]2[C:3]([CH2:1][CH3:2])=[N:8][CH:7]=[C:6]([CH2:9][CH3:10])[N:5]=2)[CH2:13][CH2:14]1. (7) Given the reactants Cl[C:2]1[C:11]2[C:6](=[CH:7][CH:8]=[CH:9][CH:10]=2)[CH:5]=[C:4]([NH:12][C:13]2[CH:17]=[CH:16][NH:15][N:14]=2)[N:3]=1.[C:18]1([CH2:24][OH:25])[CH:23]=[CH:22][CH:21]=[CH:20][CH:19]=1, predict the reaction product. The product is: [CH2:24]([O:25][C:2]1[C:11]2[C:6](=[CH:7][CH:8]=[CH:9][CH:10]=2)[CH:5]=[C:4]([NH:12][C:13]2[CH:17]=[CH:16][NH:15][N:14]=2)[N:3]=1)[C:18]1[CH:23]=[CH:22][CH:21]=[CH:20][CH:19]=1. (8) Given the reactants Cl[C:2]1[C:7]([Cl:8])=[CH:6][C:5]([N+:9]([O-:11])=[O:10])=[CH:4][N:3]=1.[C:12]([CH:14]([CH3:20])[C:15]([O:17][CH2:18][CH3:19])=[O:16])#[N:13].C(=O)([O-])[O-].[K+].[K+].O, predict the reaction product. The product is: [Cl:8][C:7]1[C:2]([C:14]([C:12]#[N:13])([CH3:20])[C:15]([O:17][CH2:18][CH3:19])=[O:16])=[N:3][CH:4]=[C:5]([N+:9]([O-:11])=[O:10])[CH:6]=1. (9) Given the reactants [S:1]1[CH:5]=[CH:4][CH:3]=[C:2]1[CH2:6][C:7]#[N:8].[C:9]([OH:13])(=[O:12])[CH:10]=O.CC(C)([O-])C.[K+:19], predict the reaction product. The product is: [K+:19].[C:7]([C:6]([C:2]1[S:1][CH:5]=[CH:4][CH:3]=1)=[CH:10][C:9]([O-:13])=[O:12])#[N:8]. (10) Given the reactants [CH2:1]([O:3][C:4]1[CH:5]=[C:6]([C:13](=[O:44])[CH2:14][CH2:15][C:16]([NH:18][C:19]2[CH:28]=[C:27]([C:29]3[CH:34]=[CH:33][CH:32]=[CH:31][CH:30]=3)[C:26]3[C:21](=[CH:22][C:23](/[CH:35]=[CH:36]/[C:37]([O:39]C(C)(C)C)=[O:38])=[CH:24][CH:25]=3)[N:20]=2)=[O:17])[CH:7]=[CH:8][C:9]=1[O:10][CH2:11][CH3:12])[CH3:2].FC(F)(F)C(O)=O, predict the reaction product. The product is: [CH2:1]([O:3][C:4]1[CH:5]=[C:6]([C:13](=[O:44])[CH2:14][CH2:15][C:16]([NH:18][C:19]2[CH:28]=[C:27]([C:29]3[CH:30]=[CH:31][CH:32]=[CH:33][CH:34]=3)[C:26]3[C:21](=[CH:22][C:23](/[CH:35]=[CH:36]/[C:37]([OH:39])=[O:38])=[CH:24][CH:25]=3)[N:20]=2)=[O:17])[CH:7]=[CH:8][C:9]=1[O:10][CH2:11][CH3:12])[CH3:2].